This data is from Reaction yield outcomes from USPTO patents with 853,638 reactions. The task is: Predict the reaction yield, written as a fraction of the theoretical maximum amount of product (1.0 means a 100% yield; for example, 0.34 means a 34% yield). (1) The catalyst is C(COC)OC.C1C=CC(P(C2C=CC=CC=2)C2C=CC=CC=2)=CC=1.C1C=CC(P(C2C=CC=CC=2)C2C=CC=CC=2)=CC=1.Cl[Pd]Cl.[Pd]. The product is [NH2:6][C:5]1[CH:7]=[C:8]([C:9]([F:12])([F:11])[F:10])[C:2]([C:22]2[CH:23]=[CH:24][C:25]([CH2:26][CH2:27][NH:28][S:29]([CH3:32])(=[O:30])=[O:31])=[CH:33][CH:34]=2)=[C:3]([Cl:13])[CH:4]=1. The yield is 0.440. The reactants are Br[C:2]1[C:8]([C:9]([F:12])([F:11])[F:10])=[CH:7][C:5]([NH2:6])=[CH:4][C:3]=1[Cl:13].CC1(C)C(C)(C)OB([C:22]2[CH:34]=[CH:33][C:25]([CH2:26][CH2:27][NH:28][S:29]([CH3:32])(=[O:31])=[O:30])=[CH:24][CH:23]=2)O1.C(=O)([O-])[O-].[Na+].[Na+].O. (2) The product is [CH2:22]([O:21][C:19](=[O:20])[CH2:18][CH2:17][CH2:16][CH2:15][CH2:14][O:1][C:2]1[CH:3]=[C:4]([CH:5]=[O:6])[CH:7]=[CH:8][C:9]=1[N+:10]([O-:12])=[O:11])[CH3:23]. The reactants are [OH:1][C:2]1[CH:3]=[C:4]([CH:7]=[CH:8][C:9]=1[N+:10]([O-:12])=[O:11])[CH:5]=[O:6].Br[CH2:14][CH2:15][CH2:16][CH2:17][CH2:18][C:19]([O:21][CH2:22][CH3:23])=[O:20].C(=O)([O-])[O-].[K+].[K+].O. The yield is 0.670. The catalyst is CN(C=O)C. (3) The reactants are [CH3:1][O:2][C:3]1[CH:4]=[C:5]2[C:10](=[CH:11][C:12]=1[O:13][CH3:14])[N:9]=[CH:8][N:7]=[C:6]2[S:15][C:16]1[CH:17]=[C:18]([CH:20]=[CH:21][CH:22]=1)[NH2:19].[CH:23]([C:26]1[CH:30]=[C:29]([NH:31][C:32](=O)[O:33]C2C=CC=CC=2)[N:28]([C:41]2[CH:46]=[CH:45][C:44]([O:47][CH3:48])=[CH:43][CH:42]=2)[N:27]=1)([CH3:25])[CH3:24]. The catalyst is C1COCC1.CN(C1C=CN=CC=1)C. The product is [CH3:1][O:2][C:3]1[CH:4]=[C:5]2[C:10](=[CH:11][C:12]=1[O:13][CH3:14])[N:9]=[CH:8][N:7]=[C:6]2[S:15][C:16]1[CH:17]=[C:18]([NH:19][C:32]([NH:31][C:29]2[N:28]([C:41]3[CH:46]=[CH:45][C:44]([O:47][CH3:48])=[CH:43][CH:42]=3)[N:27]=[C:26]([CH:23]([CH3:25])[CH3:24])[CH:30]=2)=[O:33])[CH:20]=[CH:21][CH:22]=1. The yield is 0.590. (4) The reactants are Cl[C:2]1[N:7]=[C:6]([NH:8][CH:9]2[CH2:11][CH2:10]2)[N:5]=[C:4]([C:12]2[CH:17]=[CH:16][CH:15]=[CH:14][C:13]=2[O:18][CH3:19])[C:3]=1[C:20]#[N:21].[SH:22][CH2:23][C:24]([NH2:26])=[O:25].C(=O)([O-])[O-].[Na+].[Na+].[O-]CC.[Na+]. The catalyst is C(O)C. The yield is 0.200. The product is [NH2:21][C:20]1[C:3]2[C:4]([C:12]3[CH:17]=[CH:16][CH:15]=[CH:14][C:13]=3[O:18][CH3:19])=[N:5][C:6]([NH:8][CH:9]3[CH2:11][CH2:10]3)=[N:7][C:2]=2[S:22][C:23]=1[C:24]([NH2:26])=[O:25]. (5) The reactants are [Br:1][C:2]1[CH:7]=[CH:6][C:5](/C=C/C=O)=[CH:4][CH:3]=1.[Br:12][C:13]1[CH:18]=[CH:17][C:16]([NH:19][CH:20]([C:23]2[CH:28]=[CH:27][C:26]([C:29]([CH3:32])([CH3:31])[CH3:30])=[CH:25][CH:24]=2)[C:21]#N)=[CH:15][CH:14]=1.[OH-].[K+].[CH2:35](O)[CH3:36]. No catalyst specified. The product is [Br:12][C:13]1[CH:18]=[CH:17][C:16]([N:19]2[CH:36]=[CH:35][C:21]([C:5]3[CH:6]=[CH:7][C:2]([Br:1])=[CH:3][CH:4]=3)=[C:20]2[C:23]2[CH:28]=[CH:27][C:26]([C:29]([CH3:32])([CH3:31])[CH3:30])=[CH:25][CH:24]=2)=[CH:15][CH:14]=1. The yield is 0.100. (6) The reactants are [OH:1][CH:2]([CH2:6][CH2:7][CH2:8][CH3:9])[C:3]([OH:5])=[O:4].Br[CH:11]([CH3:15])[C:12](Br)=[O:13].C(N(CC)CC)C. The catalyst is CC(C)=O. The product is [CH3:15][CH:11]1[O:4][C:3](=[O:5])[CH:2]([CH2:6][CH2:7][CH2:8][CH3:9])[O:1][C:12]1=[O:13]. The yield is 0.400. (7) The reactants are Cl[C:2]1[CH:3]=[CH:4][C:5]2[O:14][CH2:13][CH2:12][C:11]3[CH:10]=[C:9]([C:15]4[N:16]([C:20]5[CH:25]=[CH:24][C:23]([F:26])=[CH:22][C:21]=5[F:27])[N:17]=[CH:18][N:19]=4)[S:8][C:7]=3[C:6]=2[N:28]=1.[O:29]1[CH2:34][CH2:33][CH:32]([NH2:35])[CH2:31][CH2:30]1.CC(C1C=C(C(C)C)C(C2C=CC=CC=2P(C2CCCCC2)C2CCCCC2)=C(C(C)C)C=1)C.CC(C)([O-])C. The catalyst is O1CCOCC1.CC([O-])=O.CC([O-])=O.[Pd+2]. The product is [F:27][C:21]1[CH:22]=[C:23]([F:26])[CH:24]=[CH:25][C:20]=1[N:16]1[C:15]([C:9]2[S:8][C:7]3[C:6]4[N:28]=[C:2]([NH:35][CH:32]5[CH2:33][CH2:34][O:29][CH2:30][CH2:31]5)[CH:3]=[CH:4][C:5]=4[O:14][CH2:13][CH2:12][C:11]=3[CH:10]=2)=[N:19][CH:18]=[N:17]1. The yield is 0.290. (8) The reactants are [F:1][C:2]1[CH:10]=[C:9]2[C:5]([C:6]([C:12]3[N:13]=[C:14]4[C:20]([C:21](O)=[O:22])=[CH:19][N:18]([CH2:24][O:25][CH2:26][CH2:27][Si:28]([CH3:31])([CH3:30])[CH3:29])[C:15]4=[N:16][CH:17]=3)=[N:7][N:8]2[CH3:11])=[CH:4][CH:3]=1.Cl.[NH2:33][CH:34]1[CH2:37][CH:36]([OH:38])[CH2:35]1.C(N(CC)C(C)C)(C)C.CN(C(ON1N=NC2C=CC=NC1=2)=[N+](C)C)C.F[P-](F)(F)(F)(F)F. The catalyst is O.CN(C=O)C. The product is [OH:38][C@@H:36]1[CH2:37][C@H:34]([NH:33][C:21]([C:20]2[C:14]3[C:15](=[N:16][CH:17]=[C:12]([C:6]4[C:5]5[C:9](=[CH:10][C:2]([F:1])=[CH:3][CH:4]=5)[N:8]([CH3:11])[N:7]=4)[N:13]=3)[N:18]([CH2:24][O:25][CH2:26][CH2:27][Si:28]([CH3:29])([CH3:30])[CH3:31])[CH:19]=2)=[O:22])[CH2:35]1.[OH:38][C@H:36]1[CH2:37][C@H:34]([NH:33][C:21]([C:20]2[C:14]3[C:15](=[N:16][CH:17]=[C:12]([C:6]4[C:5]5[C:9](=[CH:10][C:2]([F:1])=[CH:3][CH:4]=5)[N:8]([CH3:11])[N:7]=4)[N:13]=3)[N:18]([CH2:24][O:25][CH2:26][CH2:27][Si:28]([CH3:29])([CH3:30])[CH3:31])[CH:19]=2)=[O:22])[CH2:35]1. The yield is 0.480.